From a dataset of NCI-60 drug combinations with 297,098 pairs across 59 cell lines. Regression. Given two drug SMILES strings and cell line genomic features, predict the synergy score measuring deviation from expected non-interaction effect. (1) Drug 1: CC1=C(C(=CC=C1)Cl)NC(=O)C2=CN=C(S2)NC3=CC(=NC(=N3)C)N4CCN(CC4)CCO. Drug 2: C#CCC(CC1=CN=C2C(=N1)C(=NC(=N2)N)N)C3=CC=C(C=C3)C(=O)NC(CCC(=O)O)C(=O)O. Cell line: M14. Synergy scores: CSS=29.5, Synergy_ZIP=-3.73, Synergy_Bliss=-4.46, Synergy_Loewe=-1.96, Synergy_HSA=-1.02. (2) Cell line: SK-OV-3. Drug 2: CC=C1C(=O)NC(C(=O)OC2CC(=O)NC(C(=O)NC(CSSCCC=C2)C(=O)N1)C(C)C)C(C)C. Drug 1: COC1=CC(=CC(=C1O)OC)C2C3C(COC3=O)C(C4=CC5=C(C=C24)OCO5)OC6C(C(C7C(O6)COC(O7)C8=CC=CS8)O)O. Synergy scores: CSS=62.9, Synergy_ZIP=0.544, Synergy_Bliss=3.21, Synergy_Loewe=-0.880, Synergy_HSA=4.52. (3) Drug 1: C1=CC(=CC=C1CCC2=CNC3=C2C(=O)NC(=N3)N)C(=O)NC(CCC(=O)O)C(=O)O. Drug 2: CC1=C(N=C(N=C1N)C(CC(=O)N)NCC(C(=O)N)N)C(=O)NC(C(C2=CN=CN2)OC3C(C(C(C(O3)CO)O)O)OC4C(C(C(C(O4)CO)O)OC(=O)N)O)C(=O)NC(C)C(C(C)C(=O)NC(C(C)O)C(=O)NCCC5=NC(=CS5)C6=NC(=CS6)C(=O)NCCC[S+](C)C)O. Cell line: HL-60(TB). Synergy scores: CSS=50.8, Synergy_ZIP=5.29, Synergy_Bliss=3.83, Synergy_Loewe=-2.32, Synergy_HSA=1.70. (4) Drug 1: C1=CN(C(=O)N=C1N)C2C(C(C(O2)CO)O)O.Cl. Drug 2: CCN(CC)CCCC(C)NC1=C2C=C(C=CC2=NC3=C1C=CC(=C3)Cl)OC. Cell line: HL-60(TB). Synergy scores: CSS=57.8, Synergy_ZIP=-2.87, Synergy_Bliss=-0.587, Synergy_Loewe=-11.4, Synergy_HSA=3.01. (5) Drug 1: C1CN1P(=S)(N2CC2)N3CC3. Drug 2: CC1=C(C=C(C=C1)NC(=O)C2=CC=C(C=C2)CN3CCN(CC3)C)NC4=NC=CC(=N4)C5=CN=CC=C5. Cell line: HCT-15. Synergy scores: CSS=15.0, Synergy_ZIP=-4.56, Synergy_Bliss=8.31, Synergy_Loewe=-3.41, Synergy_HSA=-0.424.